From a dataset of Full USPTO retrosynthesis dataset with 1.9M reactions from patents (1976-2016). Predict the reactants needed to synthesize the given product. Given the product [CH2:19]([O:18][C:9](=[O:15])[NH:11][C:12](=[S:13])[NH:1][C:2]1[CH:7]=[C:6]([Br:8])[CH:5]=[CH:4][N:3]=1)[CH3:20], predict the reactants needed to synthesize it. The reactants are: [NH2:1][C:2]1[CH:7]=[C:6]([Br:8])[CH:5]=[CH:4][N:3]=1.[CH2:9]([N:11]=[C:12]=[S:13])C.C(=O)([O-])[O-:15].[O:18]1CCO[CH2:20][CH2:19]1.